Task: Predict the product of the given reaction.. Dataset: Forward reaction prediction with 1.9M reactions from USPTO patents (1976-2016) (1) Given the reactants [C:1]([NH:4][C:5]1[N:10]=[C:9]([C:11]2[CH:16]=[CH:15][C:14]([N:17]3[C:21]([Cl:22])=[CH:20][C:19]([NH2:23])=[C:18]3[C:24]([O:26][CH2:27][CH3:28])=[O:25])=[CH:13][CH:12]=2)[CH:8]=[CH:7][CH:6]=1)(=[O:3])[CH3:2].[N:29]([C:32]1[CH:37]=[CH:36][CH:35]=[C:34]([O:38][CH3:39])[CH:33]=1)=[C:30]=[O:31], predict the reaction product. The product is: [C:1]([NH:4][C:5]1[N:10]=[C:9]([C:11]2[CH:12]=[CH:13][C:14]([N:17]3[C:21]([Cl:22])=[CH:20][C:19]([NH:23][C:30]([NH:29][C:32]4[CH:37]=[CH:36][CH:35]=[C:34]([O:38][CH3:39])[CH:33]=4)=[O:31])=[C:18]3[C:24]([O:26][CH2:27][CH3:28])=[O:25])=[CH:15][CH:16]=2)[CH:8]=[CH:7][CH:6]=1)(=[O:3])[CH3:2]. (2) The product is: [C:46]([O:50][C:51]([N:53]1[CH2:57][C@H:56]([F:58])[CH2:55][C@@H:54]1[C@@H:59]([OH:60])[C@H:28]([CH2:29][C:30]1[CH:31]=[CH:32][CH:33]=[CH:34][CH:35]=1)[C:27]([N:22]1[C@@H:21]([CH:18]([CH3:20])[CH3:19])[CH2:25][O:24][C:23]1=[O:26])=[O:36])=[O:52])([CH3:49])([CH3:48])[CH3:47]. Given the reactants [O-]S(C(F)(F)F)(=O)=O.C([B+]CCCC)CCC.[CH:18]([C@H:21]1[CH2:25][O:24][C:23](=[O:26])[N:22]1[C:27](=[O:36])[CH2:28][CH2:29][C:30]1[CH:35]=[CH:34][CH:33]=[CH:32][CH:31]=1)([CH3:20])[CH3:19].C(N(CC)C(C)C)(C)C.[C:46]([O:50][C:51]([N:53]1[CH2:57][C@H:56]([F:58])[CH2:55][C@@H:54]1[CH:59]=[O:60])=[O:52])([CH3:49])([CH3:48])[CH3:47].P([O-])([O-])([O-])=O, predict the reaction product. (3) Given the reactants [I:1]I.C1(P(C2C=CC=CC=2)C2C=CC=CC=2)C=CC=CC=1.N1C=CN=C1.[CH2:27]([C@@H:34]1[CH2:38][O:37][C:36](=[O:39])[N:35]1[C:40](=[O:47])[C@@H:41]([CH2:45]O)[CH:42]([CH3:44])[CH3:43])[C:28]1[CH:33]=[CH:32][CH:31]=[CH:30][CH:29]=1, predict the reaction product. The product is: [CH2:27]([C@@H:34]1[CH2:38][O:37][C:36](=[O:39])[N:35]1[C:40](=[O:47])[CH:41]([CH2:45][I:1])[CH:42]([CH3:44])[CH3:43])[C:28]1[CH:33]=[CH:32][CH:31]=[CH:30][CH:29]=1. (4) Given the reactants C([O-])(=O)C.[K+].B1(B2OC(C)(C)C(C)(C)O2)OC(C)(C)C(C)(C)O1.O1CCOCC1.[CH2:30]([C:32]([C:50]1[CH:55]=[CH:54][C:53]([O:56]S(C(F)(F)F)(=O)=O)=[C:52]([CH3:64])[CH:51]=1)([C:35]1[CH:40]=[CH:39][C:38]([C:41]#[C:42][C:43]2([OH:48])[CH2:47][CH2:46][CH2:45][CH2:44]2)=[C:37]([CH3:49])[CH:36]=1)[CH2:33][CH3:34])[CH3:31], predict the reaction product. The product is: [CH2:30]([C:32]([C:50]1[CH:55]=[CH:54][C:53]([OH:56])=[C:52]([CH3:64])[CH:51]=1)([C:35]1[CH:40]=[CH:39][C:38]([C:41]#[C:42][C:43]2([OH:48])[CH2:47][CH2:46][CH2:45][CH2:44]2)=[C:37]([CH3:49])[CH:36]=1)[CH2:33][CH3:34])[CH3:31].